Dataset: Human Reference Interactome with 51,813 positive PPI pairs across 8,248 proteins, plus equal number of experimentally-validated negative pairs. Task: Binary Classification. Given two protein amino acid sequences, predict whether they physically interact or not. Protein 1 (ENSG00000169895) has sequence MFRGLSSWLGLQQPVAGGGQPNGDAPPEQPSETVAESAEEELQQAGDQELLHQAKDFGNYLFNFASAATKKITESVAETAQTIKKSVEEGKIDGIIDKTIIGDFQKEQKKFVEEQHTKKSEAAVPPWVDTNDEETIQQQILALSADKRNFLRDPPAGVQFNFDFDQMYPVALVMLQEDELLSKMRFALVPKLVKEEVFWRNYFYRVSLIKQSAQLTALAAQQQAAGKEEKSNGREQDLPLAEAVRPKTPPVVIKSQLKTQEDEEEISTSPGVSEFVSDAFDACNLNQEDLRKEMEQLVLD.... Protein 2 (ENSG00000186812) has sequence MAVESGVISTLIPQDPPEQELILVKVEDNFSWDEKFKQNGSTQSCQELFRQQFRKFCYQETPGPREALSRLQELCYQWLMPELHTKEQILELLVLEQFLSILPEELQIWVQQHNPESGEEAVTLLEDLEREFDDPGQQVPASPQGPAVPWKDLTCLRASQESTDIHLQPLKTQLKSWKPCLSPKSDCENSETATKEGISEEKSQGLPQEPSFRGIKLSRPPKASSAIRWECVSPGSFPGDIIAAEATHSTISCFAINTLPATILPSKNVNRKYFS*MAVESGVISTLIPQDPPEQELILV.... Result: 0 (the proteins do not interact).